Dataset: Full USPTO retrosynthesis dataset with 1.9M reactions from patents (1976-2016). Task: Predict the reactants needed to synthesize the given product. (1) Given the product [Cl:14][CH2:13][CH2:12][S:8][C:3]1[CH:4]=[CH:5][CH:6]=[CH:7][C:2]=1[NH2:1], predict the reactants needed to synthesize it. The reactants are: [NH2:1][C:2]1[CH:7]=[CH:6][CH:5]=[CH:4][C:3]=1[SH:8].[OH-].[Na+].Br[CH2:12][CH2:13][Cl:14]. (2) Given the product [I:1][C:2]1[CH:11]=[CH:10][C:5]([CH2:6][OH:7])=[C:4]([O:12][CH2:13][CH2:14][CH3:15])[CH:3]=1, predict the reactants needed to synthesize it. The reactants are: [I:1][C:2]1[CH:11]=[CH:10][C:5]([C:6](OC)=[O:7])=[C:4]([O:12][CH2:13][CH2:14][CH3:15])[CH:3]=1.CC(C[AlH]CC(C)C)C. (3) The reactants are: [Br:1][C:2]1[CH:11]=[CH:10][C:9]2[C:4](=[CH:5][CH:6]=[C:7]([O:12][C@H:13]3[CH2:18][CH2:17][C@@H:16]([CH3:19])[CH2:15][CH2:14]3)[CH:8]=2)[CH:3]=1.Cl[CH:21](Cl)[O:22]C.Cl. Given the product [Br:1][C:2]1[CH:3]=[C:4]2[C:9](=[CH:10][CH:11]=1)[C:8]([CH:21]=[O:22])=[C:7]([O:12][C@H:13]1[CH2:18][CH2:17][C@@H:16]([CH3:19])[CH2:15][CH2:14]1)[CH:6]=[CH:5]2, predict the reactants needed to synthesize it.